Dataset: Full USPTO retrosynthesis dataset with 1.9M reactions from patents (1976-2016). Task: Predict the reactants needed to synthesize the given product. (1) Given the product [Cl:34][C:35]1[N:40]=[C:39]([C:41]2[S:45][C:44]([CH:46]([CH3:48])[CH3:47])=[N:43][C:42]=2[C:49]2[CH:50]=[C:51]([NH:52][S:63]([C:61]3[CH:62]=[C:57]([F:56])[CH:58]=[CH:59][C:60]=3[O:67][CH3:68])(=[O:64])=[O:65])[CH:53]=[CH:54][CH:55]=2)[CH:38]=[CH:37][N:36]=1, predict the reactants needed to synthesize it. The reactants are: ClC1N=C(C2SC(C(C)C)=NC=2C2C=C(NS(C3C(F)=CC=CC=3F)(=O)=O)C=CC=2)C=CN=1.[Cl:34][C:35]1[N:40]=[C:39]([C:41]2[S:45][C:44]([CH:46]([CH3:48])[CH3:47])=[N:43][C:42]=2[C:49]2[CH:50]=[C:51]([CH:53]=[CH:54][CH:55]=2)[NH2:52])[CH:38]=[CH:37][N:36]=1.[F:56][C:57]1[CH:58]=[CH:59][C:60]([O:67][CH3:68])=[C:61]([S:63](Cl)(=[O:65])=[O:64])[CH:62]=1. (2) Given the product [CH2:9]([O:8][CH2:7][CH:6]([O:5][C:33]1[CH:38]=[CH:37][N:36]=[CH:35][CH:34]=1)[CH2:16][O:17][C:18]1[CH:19]=[C:20]2[C:25](=[CH:26][CH:27]=1)[CH2:24][N:23]([S:28]([CH3:31])(=[O:30])=[O:29])[CH2:22][CH2:21]2)[C:10]1[CH:15]=[CH:14][CH:13]=[CH:12][CH:11]=1, predict the reactants needed to synthesize it. The reactants are: CS([O:5][CH:6]([CH2:16][O:17][C:18]1[CH:19]=[C:20]2[C:25](=[CH:26][CH:27]=1)[CH2:24][N:23]([S:28]([CH3:31])(=[O:30])=[O:29])[CH2:22][CH2:21]2)[CH2:7][O:8][CH2:9][C:10]1[CH:15]=[CH:14][CH:13]=[CH:12][CH:11]=1)(=O)=O.O[C:33]1[CH:38]=[CH:37][N:36]=[CH:35][CH:34]=1.ClC1C=C(OC2CCN(C3N=CC(CC)=CN=3)CC2)C=CN=1. (3) Given the product [Br:1][C:2]1[CH:6]=[N:5][N:4]([CH3:7])[C:3]=1[C:8]1[CH:9]=[C:10]([NH:16][C:26]([NH:25][C:19]2[CH:20]=[CH:21][C:22]([Cl:24])=[CH:23][C:18]=2[Cl:17])=[O:27])[CH:11]=[CH:12][C:13]=1[O:14][CH3:15], predict the reactants needed to synthesize it. The reactants are: [Br:1][C:2]1[CH:6]=[N:5][N:4]([CH3:7])[C:3]=1[C:8]1[CH:9]=[C:10]([NH2:16])[CH:11]=[CH:12][C:13]=1[O:14][CH3:15].[Cl:17][C:18]1[CH:23]=[C:22]([Cl:24])[CH:21]=[CH:20][C:19]=1[N:25]=[C:26]=[O:27]. (4) Given the product [N+:20]([C:19]1[CH:18]=[CH:17][C:14]([C:15]#[N:16])=[CH:13][C:12]=1[NH:1][C:2]1[CH:3]=[C:4]([CH3:8])[CH:5]=[CH:6][CH:7]=1)([O-:22])=[O:21], predict the reactants needed to synthesize it. The reactants are: [NH2:1][C:2]1[CH:7]=[CH:6][CH:5]=[C:4]([CH3:8])[CH:3]=1.[H-].[Na+].F[C:12]1[CH:13]=[C:14]([CH:17]=[CH:18][C:19]=1[N+:20]([O-:22])=[O:21])[C:15]#[N:16].O.